From a dataset of Full USPTO retrosynthesis dataset with 1.9M reactions from patents (1976-2016). Predict the reactants needed to synthesize the given product. (1) Given the product [Cl:14][CH2:15][C:16]1[N:1]=[C:2]2[S:3][C:4]([O:12][CH3:13])=[C:5]([C:7]([NH:9][CH2:10][CH3:11])=[O:8])[N:6]2[C:18](=[O:19])[CH:17]=1, predict the reactants needed to synthesize it. The reactants are: [NH2:1][C:2]1[S:3][C:4]([O:12][CH3:13])=[C:5]([C:7]([NH:9][CH2:10][CH3:11])=[O:8])[N:6]=1.[Cl:14][CH2:15][C:16](=O)[CH2:17][C:18](OCC)=[O:19].C(N(CC)CC)C.O. (2) Given the product [Cl:13][C:10]1[CH:11]=[CH:12][C:7]([O:6][CH2:5][C:4]([OH:29])=[O:3])=[C:8]([S:14][C:15]2[CH:20]=[C:19]([Cl:21])[CH:18]=[CH:17][C:16]=2[O:22][CH2:23][C:24]([OH:26])=[O:25])[CH:9]=1, predict the reactants needed to synthesize it. The reactants are: C([O:3][C:4](=[O:29])[CH2:5][O:6][C:7]1[CH:12]=[CH:11][C:10]([Cl:13])=[CH:9][C:8]=1[S:14][C:15]1[CH:20]=[C:19]([Cl:21])[CH:18]=[CH:17][C:16]=1[O:22][CH2:23][C:24]([O:26]CC)=[O:25])C.C1COCC1.[OH-].[Na+]. (3) Given the product [CH2:1]([O:3][C:4](=[O:21])[C:5]1[CH:6]=[C:7]([O:12][C:13]2[CH:18]=[CH:17][C:16]([C:19]#[N:20])=[CH:15][CH:14]=2)[CH:8]=[C:9]([O:11][CH2:28][C:27]2[CH:30]=[CH:31][C:24]([C:22]#[N:23])=[CH:25][CH:26]=2)[CH:10]=1)[CH3:2], predict the reactants needed to synthesize it. The reactants are: [CH2:1]([O:3][C:4](=[O:21])[C:5]1[CH:10]=[C:9]([OH:11])[CH:8]=[C:7]([O:12][C:13]2[CH:18]=[CH:17][C:16]([C:19]#[N:20])=[CH:15][CH:14]=2)[CH:6]=1)[CH3:2].[C:22]([C:24]1[CH:31]=[CH:30][C:27]([CH2:28]Br)=[CH:26][CH:25]=1)#[N:23]. (4) Given the product [Cl:1][C:2]1[C:7]2[CH:8]=[C:9]3[N:10]([C:6]=2[CH:5]=[CH:4][N:3]=1)[CH2:23][CH:22]([C:21]([O:25][CH3:26])=[O:24])[C:11]3=[O:13], predict the reactants needed to synthesize it. The reactants are: [Cl:1][C:2]1[C:7]2[CH:8]=[C:9]([C:11]([O:13]C)=O)[NH:10][C:6]=2[CH:5]=[CH:4][N:3]=1.CC(C)([O-])C.[K+].[C:21]([O:25][CH3:26])(=[O:24])[CH:22]=[CH2:23].[NH4+].[Cl-]. (5) Given the product [CH3:32][C:9]1([CH3:33])[CH2:10][CH:11]([O:14][C:15]2[N:20]=[C:19]([NH:21][C:22](=[O:31])[C:23]3[CH:24]=[CH:25][C:26]([F:29])=[CH:27][CH:28]=3)[CH:18]=[CH:17][CH:16]=2)[CH2:12][CH2:13][NH:8]1, predict the reactants needed to synthesize it. The reactants are: C([N:8]1[CH2:13][CH2:12][CH:11]([O:14][C:15]2[N:20]=[C:19]([NH:21][C:22](=[O:31])[C:23]3[CH:28]=[CH:27][C:26]([F:29])=[CH:25][C:24]=3Cl)[CH:18]=[CH:17][CH:16]=2)[CH2:10][C:9]1([CH3:33])[CH3:32])C1C=CC=CC=1.C([O-])=O.[NH4+]. (6) Given the product [F:1][C:2]1[CH:3]=[CH:4][C:5]([C:8]2[C:13]([CH:14]([OH:18])[CH2:15][CH:16]=[O:29])=[C:12]([CH:19]([CH3:20])[CH3:21])[N:11]=[C:10]([N:22]([CH3:27])[S:23]([CH3:26])(=[O:24])=[O:25])[N:9]=2)=[CH:6][CH:7]=1, predict the reactants needed to synthesize it. The reactants are: [F:1][C:2]1[CH:7]=[CH:6][C:5]([C:8]2[C:13]([CH:14]([OH:18])[CH2:15][CH:16]=C)=[C:12]([CH:19]([CH3:21])[CH3:20])[N:11]=[C:10]([N:22]([CH3:27])[S:23]([CH3:26])(=[O:25])=[O:24])[N:9]=2)=[CH:4][CH:3]=1.I([O-])(=O)(=O)=[O:29].[Na+]. (7) Given the product [C:1]([N:5]1[C:9]([NH:10][C:11]2[N:16]=[C:15]([CH2:17][C:18]3([C:37]([NH:42][NH:41][C:40]([O:44][C:45]([CH3:48])([CH3:47])[CH3:46])=[O:43])=[O:38])[CH2:23][CH2:22][N:21]([C:24](=[O:36])[C:25]4[CH:30]=[CH:29][CH:28]=[C:27]([C:31]([F:33])([F:34])[F:32])[C:26]=4[F:35])[CH2:20][CH2:19]3)[CH:14]=[CH:13][CH:12]=2)=[CH:8][CH:7]=[N:6]1)([CH3:3])([CH3:4])[CH3:2], predict the reactants needed to synthesize it. The reactants are: [C:1]([N:5]1[C:9]([NH:10][C:11]2[N:16]=[C:15]([CH2:17][C:18]3([C:37](O)=[O:38])[CH2:23][CH2:22][N:21]([C:24](=[O:36])[C:25]4[CH:30]=[CH:29][CH:28]=[C:27]([C:31]([F:34])([F:33])[F:32])[C:26]=4[F:35])[CH2:20][CH2:19]3)[CH:14]=[CH:13][CH:12]=2)=[CH:8][CH:7]=[N:6]1)([CH3:4])([CH3:3])[CH3:2].[C:40]([O:44][C:45]([CH3:48])([CH3:47])[CH3:46])(=[O:43])[NH:41][NH2:42].Cl.CN(C)CCCN=C=NCC.C(=O)(O)[O-].[Na+]. (8) Given the product [C:1]1([C:7]2[C:12]3[CH2:13][CH:14]([CH2:16][NH:17][C:28](=[O:29])[O:30][CH2:31][C:32]4[CH:37]=[CH:36][CH:35]=[CH:34][CH:33]=4)[O:15][C:11]=3[CH:10]=[CH:9][CH:8]=2)[CH:2]=[CH:3][CH:4]=[CH:5][CH:6]=1, predict the reactants needed to synthesize it. The reactants are: [C:1]1([C:7]2[C:12]3[CH2:13][CH:14]([CH2:16][NH2:17])[O:15][C:11]=3[CH:10]=[CH:9][CH:8]=2)[CH:6]=[CH:5][CH:4]=[CH:3][CH:2]=1.C(N(C(C)C)CC)(C)C.Cl[C:28]([O:30][CH2:31][C:32]1[CH:37]=[CH:36][CH:35]=[CH:34][CH:33]=1)=[O:29].